The task is: Predict the product of the given reaction.. This data is from Forward reaction prediction with 1.9M reactions from USPTO patents (1976-2016). (1) Given the reactants C([O:4][C@H:5]1[CH2:35][CH2:34][C@@:33]2([CH3:36])[C:7](=[CH:8][CH:9]=[C:10]3[C@@H:32]2[CH2:31][CH2:30][C@@:29]2([CH3:37])[C@H:11]3[CH2:12][CH2:13][C@@H:14]2[C@@H:15]([CH2:17][O:18][Si](C(C)C)(C(C)C)C(C)C)[CH3:16])[C:6]1([CH3:39])[CH3:38])(=O)C.C(O)C.Cl.C(=O)(O)[O-].[Na+], predict the reaction product. The product is: [OH:18][CH2:17][C@@H:15]([CH3:16])[C@@H:14]1[C@:29]2([CH3:37])[C:11]([C:10]3[CH2:9][CH2:8][CH:7]4[C@:33]([C:32]=3[CH2:31][CH2:30]2)([CH3:36])[CH2:34][CH2:35][C@H:5]([OH:4])[C:6]4([CH3:39])[CH3:38])=[CH:12][CH2:13]1. (2) Given the reactants N(C(OC(C)C)=O)=NC(OC(C)C)=O.[OH:15][CH2:16][CH2:17][CH2:18][NH:19][C:20](=[O:26])[O:21][C:22]([CH3:25])([CH3:24])[CH3:23].[Br:27][C:28]1[N:29]=[CH:30][C:31]([NH:34][C:35]2[CH:39]=[C:38]([C:40]3[C:45]([O:46][CH3:47])=[CH:44][CH:43]=[CH:42][C:41]=3O)[NH:37][N:36]=2)=[N:32][CH:33]=1, predict the reaction product. The product is: [Br:27][C:28]1[N:29]=[CH:30][C:31]([NH:34][C:35]2[CH:39]=[C:38]([C:40]3[C:45]([O:46][CH3:47])=[CH:44][CH:43]=[CH:42][C:41]=3[O:15][CH2:16][CH2:17][CH2:18][NH:19][C:20](=[O:26])[O:21][C:22]([CH3:23])([CH3:25])[CH3:24])[NH:37][N:36]=2)=[N:32][CH:33]=1. (3) Given the reactants Cl.[F:2][CH2:3][CH:4]([N:7]1[CH2:11][C@@H:10]([C:12]2[CH:17]=[CH:16][CH:15]=[CH:14][CH:13]=2)[C@H:9]([NH2:18])[CH2:8]1)[CH2:5][F:6].[C:19]1([N:25]2[C:29]([NH:30][C:31](=O)[O:32]C3C=CC=CC=3)=[C:28]3[CH2:40][CH2:41][CH2:42][C:27]3=[N:26]2)[CH:24]=[CH:23][CH:22]=[CH:21][CH:20]=1.CCN(C(C)C)C(C)C, predict the reaction product. The product is: [F:6][CH2:5][CH:4]([N:7]1[CH2:11][C@@H:10]([C:12]2[CH:17]=[CH:16][CH:15]=[CH:14][CH:13]=2)[C@H:9]([NH:18][C:31]([NH:30][C:29]2[N:25]([C:19]3[CH:20]=[CH:21][CH:22]=[CH:23][CH:24]=3)[N:26]=[C:27]3[CH2:42][CH2:41][CH2:40][C:28]=23)=[O:32])[CH2:8]1)[CH2:3][F:2]. (4) Given the reactants Cl.C(O[C:5]([C:7]1[CH:8]=[C:9]2[C:13](=[CH:14][CH:15]=1)[NH:12][N:11]=[C:10]2[C:16]1[CH:21]=[CH:20][C:19]([F:22])=[CH:18][CH:17]=1)=[NH:6])C.[C:23]([N:26]1[CH2:31][CH2:30][N:29]([CH2:32][C:33]([NH:35][NH2:36])=O)[CH2:28][CH2:27]1)(=[O:25])[CH3:24].C[O-].[Na+], predict the reaction product. The product is: [C:23]([N:26]1[CH2:31][CH2:30][N:29]([CH2:32][C:33]2[NH:6][C:5]([C:7]3[CH:8]=[C:9]4[C:13](=[CH:14][CH:15]=3)[NH:12][N:11]=[C:10]4[C:16]3[CH:21]=[CH:20][C:19]([F:22])=[CH:18][CH:17]=3)=[N:36][N:35]=2)[CH2:28][CH2:27]1)(=[O:25])[CH3:24].